Task: Predict the product of the given reaction.. Dataset: Forward reaction prediction with 1.9M reactions from USPTO patents (1976-2016) (1) Given the reactants C([C:4]1[C:5](=[O:13])[NH:6][C:7]([CH:10]([CH3:12])[CH3:11])=[CH:8][CH:9]=1)(O)=O.C1(P(N=[N+]=[N-])(C2C=CC=CC=2)=[O:21])C=CC=CC=1.C([N:33]([CH2:36]C)CC)C.[CH2:38]([OH:45])[C:39]1[CH:44]=[CH:43][CH:42]=[CH:41][CH:40]=1, predict the reaction product. The product is: [CH2:38]([O:45][C:36]([NH:33][C:4]1[C:5](=[O:13])[NH:6][C:7]([CH:10]([CH3:11])[CH3:12])=[CH:8][CH:9]=1)=[O:21])[C:39]1[CH:44]=[CH:43][CH:42]=[CH:41][CH:40]=1. (2) Given the reactants [F:1][C:2]1[CH:7]=[CH:6][CH:5]=[CH:4][C:3]=1[NH:8][C:9]1[O:13][C:12]([C:14]([NH:16][CH:17]2[CH2:22][CH2:21][N:20]([C:23]3[N+:28]([O-])=[CH:27][C:26]([CH2:30][C:31]([O:33][CH3:34])=[O:32])=[CH:25][CH:24]=3)[CH2:19][CH2:18]2)=[O:15])=[N:11][N:10]=1.O.[Cl-].[NH4+], predict the reaction product. The product is: [F:1][C:2]1[CH:7]=[CH:6][CH:5]=[CH:4][C:3]=1[NH:8][C:9]1[O:13][C:12]([C:14]([NH:16][CH:17]2[CH2:18][CH2:19][N:20]([C:23]3[N:28]=[CH:27][C:26]([CH2:30][C:31]([O:33][CH3:34])=[O:32])=[CH:25][CH:24]=3)[CH2:21][CH2:22]2)=[O:15])=[N:11][N:10]=1. (3) Given the reactants [OH:1][C@H:2]1[CH2:6][NH:5][C@@H:4]([C:7]([OH:9])=[O:8])[CH2:3]1.[OH-].[Na+].[CH3:12][C:13]([O:16][C:17](O[C:17]([O:16][C:13]([CH3:15])([CH3:14])[CH3:12])=[O:18])=[O:18])([CH3:15])[CH3:14], predict the reaction product. The product is: [C:13]([O:16][C:17]([N:5]1[CH2:6][C@H:2]([OH:1])[CH2:3][C@@H:4]1[C:7]([OH:9])=[O:8])=[O:18])([CH3:15])([CH3:14])[CH3:12]. (4) Given the reactants [NH2:1][C@H:2]([C:11]([OH:13])=[O:12])[CH2:3][C:4]1[CH:9]=[CH:8][C:7]([OH:10])=[CH:6][CH:5]=1.Cl.CCN=C=NCCCN(C)C.Cl.[OH-].[Na+], predict the reaction product. The product is: [NH2:1][C@H:2]([C:11]([OH:13])=[O:12])[CH2:3][C:4]1[CH:5]=[CH:6][C:7]([OH:10])=[CH:8][CH:9]=1. (5) Given the reactants [OH:1][CH2:2][CH2:3][C@@H:4]1[NH:18][C:17](=[O:19])[N:16]([CH3:20])[CH2:15][CH2:14][CH2:13][CH2:12][CH:11]=[CH:10][C@H:9]2[C@@:7]([C:21]([O:23][CH2:24][CH3:25])=[O:22])([CH2:8]2)[NH:6][C:5]1=[O:26].[Cl:27][C:28]1[C:29]([O:47][CH3:48])=[CH:30][CH:31]=[C:32]2[C:37]=1[N:36]=[C:35]([N:38]1[CH:42]=[CH:41][C:40]([CH:43]([CH3:45])[CH3:44])=[N:39]1)[CH:34]=[C:33]2O.C(C1N=C(C2C=C(OCC[C@@H]3NC(=O)N(C)CCCCC=C[C@H]4[C@@](C(OCC)=O)(C4)NC3=O)C3C(=C(C)C(OC)=CC=3)N=2)SC=1)(C)C, predict the reaction product. The product is: [CH3:48][O:47][C:29]1[C:28]([Cl:27])=[C:37]2[C:32]([C:33]([O:1][CH2:2][CH2:3][C@@H:4]3[NH:18][C:17](=[O:19])[N:16]([CH3:20])[CH2:15][CH2:14][CH2:13][CH2:12][CH:11]=[CH:10][C@H:9]4[C@@:7]([C:21]([O:23][CH2:24][CH3:25])=[O:22])([CH2:8]4)[NH:6][C:5]3=[O:26])=[CH:34][C:35]([N:38]3[CH:42]=[CH:41][C:40]([CH:43]([CH3:45])[CH3:44])=[N:39]3)=[N:36]2)=[CH:31][CH:30]=1. (6) Given the reactants C([O:3][C:4]([CH:6]1[CH:10]([C:11]2[CH:15]=[CH:14][S:13][CH:12]=2)[CH2:9][N:8]([CH:16]([C:18]2[CH:23]=[CH:22][CH:21]=[CH:20][CH:19]=2)[CH3:17])[CH2:7]1)=[O:5])C.C1NCC2C1CC1C(C#N)=CSC=12, predict the reaction product. The product is: [C:18]1([CH:16]([N:8]2[CH2:9][CH:10]([C:11]3[CH:15]=[CH:14][S:13][CH:12]=3)[CH:6]([C:4]([OH:5])=[O:3])[CH2:7]2)[CH3:17])[CH:23]=[CH:22][CH:21]=[CH:20][CH:19]=1.